This data is from Forward reaction prediction with 1.9M reactions from USPTO patents (1976-2016). The task is: Predict the product of the given reaction. (1) Given the reactants [F:1][C:2]1[CH:3]=[C:4]([C:8]2[CH:9]=[C:10]([CH3:28])[C:11]([O:26][CH3:27])=[C:12]([CH:25]=2)[C:13]([NH:15][C:16]2[C:21]([CH3:22])=[CH:20][CH:19]=[C:18]([OH:23])[C:17]=2[CH3:24])=O)[CH:5]=[CH:6][CH:7]=1, predict the reaction product. The product is: [F:1][C:2]1[CH:3]=[C:4]([C:8]2[CH:9]=[C:10]([CH3:28])[C:11]([O:26][CH3:27])=[C:12]([CH2:13][NH:15][C:16]3[C:17]([CH3:24])=[C:18]([OH:23])[CH:19]=[CH:20][C:21]=3[CH3:22])[CH:25]=2)[CH:5]=[CH:6][CH:7]=1. (2) Given the reactants Br[C:2]1[CH:3]=[CH:4][C:5]2[C:11]3[S:12][C:13]([C:15]([N:17]([C:19]4[CH:24]=[CH:23][CH:22]=[CH:21][C:20]=4[Cl:25])[CH3:18])=[O:16])=[CH:14][C:10]=3[CH2:9][CH2:8][O:7][C:6]=2[CH:26]=1.[C:27]([C:30]1[CH:31]=[C:32](B(O)O)[CH:33]=[CH:34][CH:35]=1)([OH:29])=[O:28], predict the reaction product. The product is: [Cl:25][C:20]1[CH:21]=[CH:22][CH:23]=[CH:24][C:19]=1[N:17]([CH3:18])[C:15]([C:13]1[S:12][C:11]2[C:5]3[CH:4]=[CH:3][C:2]([C:34]4[CH:35]=[C:30]([CH:31]=[CH:32][CH:33]=4)[C:27]([OH:29])=[O:28])=[CH:26][C:6]=3[O:7][CH2:8][CH2:9][C:10]=2[CH:14]=1)=[O:16]. (3) Given the reactants C(N(C(C)C)CC)(C)C.[CH3:10][O:11][CH2:12]Cl.[OH:14][C:15]1[CH:16]=[C:17]([CH:22]=[CH:23][CH:24]=1)[C:18]([O:20][CH3:21])=[O:19], predict the reaction product. The product is: [CH3:10][O:11][CH2:12][O:14][C:15]1[CH:16]=[C:17]([CH:22]=[CH:23][CH:24]=1)[C:18]([O:20][CH3:21])=[O:19]. (4) The product is: [F:24][C:25]([F:30])([F:29])[C:26]([OH:28])=[O:27].[Cl:17][C:13]1[CH:14]=[C:15]2[C:10](=[CH:11][C:12]=1[CH:18]1[CH2:19][CH2:20][O:21][CH2:22][CH2:23]1)[CH2:9][NH:8][CH2:16]2. Given the reactants C(OC([N:8]1[CH2:16][C:15]2[C:10](=[CH:11][C:12]([CH:18]3[CH2:23][CH2:22][O:21][CH2:20][CH2:19]3)=[C:13]([Cl:17])[CH:14]=2)[CH2:9]1)=O)(C)(C)C.[F:24][C:25]([F:30])([F:29])[C:26]([OH:28])=[O:27], predict the reaction product. (5) Given the reactants [CH:1]1[CH:2]=[CH:3]C2N(O)N=N[C:5]=2[CH:6]=1.C1CCC(N=[C:18]=[N:19][CH:20]2[CH2:25][CH2:24][CH2:23][CH2:22]C2)CC1.[C:26]([O:29][CH2:30][CH3:31])(=O)[CH3:27].CCCCCC, predict the reaction product. The product is: [CH2:30]([O:29][C:26]1[CH:27]=[C:18]2[C:24]([CH:25]=[CH:20][NH:19]2)=[CH:23][CH:22]=1)[C:31]1[CH:3]=[CH:2][CH:1]=[CH:6][CH:5]=1. (6) Given the reactants [Cl:1][C:2]1[CH:3]=[C:4]([C:27](=[O:34])[CH2:28][C:29]([O:31]CC)=[O:30])[CH:5]=[CH:6][C:7]=1[C:8]1[N:12]=[C:11]([C:13]2[N:14]=[C:15]3[C:20]([Cl:21])=[CH:19][C:18]([C:22]([F:25])([F:24])[F:23])=[CH:17][N:16]3[CH:26]=2)[O:10][N:9]=1.[BH4-].[Na+].[OH-].[Li+], predict the reaction product. The product is: [Cl:1][C:2]1[CH:3]=[C:4]([CH:27]([OH:34])[CH2:28][C:29]([OH:31])=[O:30])[CH:5]=[CH:6][C:7]=1[C:8]1[N:12]=[C:11]([C:13]2[N:14]=[C:15]3[C:20]([Cl:21])=[CH:19][C:18]([C:22]([F:24])([F:25])[F:23])=[CH:17][N:16]3[CH:26]=2)[O:10][N:9]=1.